This data is from Forward reaction prediction with 1.9M reactions from USPTO patents (1976-2016). The task is: Predict the product of the given reaction. (1) Given the reactants [NH2:1][C:2](=[S:14])[CH2:3][N:4]1[CH:8]=[C:7]([C:9]([O:11][CH2:12][CH3:13])=[O:10])[CH:6]=[N:5]1.Br[CH2:16][C:17]([C:19]1[CH:24]=[CH:23][C:22]([Cl:25])=[CH:21][CH:20]=1)=O, predict the reaction product. The product is: [Cl:25][C:22]1[CH:23]=[CH:24][C:19]([C:17]2[N:1]=[C:2]([CH2:3][N:4]3[CH:8]=[C:7]([C:9]([O:11][CH2:12][CH3:13])=[O:10])[CH:6]=[N:5]3)[S:14][CH:16]=2)=[CH:20][CH:21]=1. (2) Given the reactants C([N:8]1[CH2:12][CH2:11][CH:10]([O:13][C:14]2[CH:19]=[C:18]([F:20])[CH:17]=[CH:16][C:15]=2[C:21]2[CH:26]=[CH:25][N:24]=[CH:23][CH:22]=2)[CH2:9]1)C1C=CC=CC=1.C([O-])=O.[NH4+], predict the reaction product. The product is: [F:20][C:18]1[CH:17]=[CH:16][C:15]([C:21]2[CH:26]=[CH:25][N:24]=[CH:23][CH:22]=2)=[C:14]([O:13][CH:10]2[CH2:11][CH2:12][NH:8][CH2:9]2)[CH:19]=1. (3) Given the reactants C1C2C(=CC=CC=2)C=CC=1B(O)O.BrC1C=CC(OC)=CC=1[N+]([O-])=O.[CH3:26][O:27][C:28]1[CH:33]=[CH:32][C:31]([C:34]2[CH:43]=[CH:42][C:41]3[C:36](=[CH:37][CH:38]=[CH:39][CH:40]=3)[CH:35]=2)=[C:30]([N+:44]([O-])=O)[CH:29]=1, predict the reaction product. The product is: [CH3:26][O:27][C:28]1[CH:33]=[CH:32][C:31]([C:34]2[CH:43]=[CH:42][C:41]3[C:36](=[CH:37][CH:38]=[CH:39][CH:40]=3)[CH:35]=2)=[C:30]([NH2:44])[CH:29]=1. (4) The product is: [CH2:1]([O:3][C@H:4]([CH2:10][C:11]1[CH:16]=[CH:15][C:14]([O:17][CH2:18][C:19]([C:21]2[CH:26]=[CH:25][C:24]([CH2:27][CH3:28])=[CH:23][N:22]=2)=[O:20])=[CH:13][CH:12]=1)[C:5]([OH:7])=[O:6])[CH3:2]. Given the reactants [CH2:1]([O:3][C@H:4]([CH2:10][C:11]1[CH:16]=[CH:15][C:14]([O:17][CH2:18][C:19]([C:21]2[CH:26]=[CH:25][C:24]([CH2:27][CH3:28])=[CH:23][N:22]=2)=[O:20])=[CH:13][CH:12]=1)[C:5]([O:7]CC)=[O:6])[CH3:2].[OH-].[Li+].O.Cl, predict the reaction product.